Dataset: Full USPTO retrosynthesis dataset with 1.9M reactions from patents (1976-2016). Task: Predict the reactants needed to synthesize the given product. (1) Given the product [O:23]=[S:20]1(=[O:24])[CH:21]=[CH:22][C:18]2[CH:17]=[C:16]([CH2:15][NH2:14])[CH:26]=[CH:25][C:19]1=2, predict the reactants needed to synthesize it. The reactants are: Cl.C(OCC)(=O)C.C(OC(=O)[NH:14][CH2:15][C:16]1[CH:26]=[CH:25][C:19]2[S:20](=[O:24])(=[O:23])[CH:21]=[CH:22][C:18]=2[CH:17]=1)(C)(C)C. (2) Given the product [OH:1][CH:2]([C:16]1[CH:17]=[N:18][N:19]([CH3:21])[CH:20]=1)[C:3]1[NH:11][C:10]2[C:5](=[N:6][CH:7]=[CH:8][C:9]=2[C:12]([OH:14])=[O:13])[CH:4]=1, predict the reactants needed to synthesize it. The reactants are: [OH:1][CH:2]([C:16]1[CH:17]=[N:18][N:19]([CH3:21])[CH:20]=1)[C:3]1[NH:11][C:10]2[C:5](=[N:6][CH:7]=[CH:8][C:9]=2[C:12]([O:14]C)=[O:13])[CH:4]=1.